Dataset: Peptide-MHC class I binding affinity with 185,985 pairs from IEDB/IMGT. Task: Regression. Given a peptide amino acid sequence and an MHC pseudo amino acid sequence, predict their binding affinity value. This is MHC class I binding data. The peptide sequence is AHINVELSL. The MHC is Mamu-A07 with pseudo-sequence Mamu-A07. The binding affinity (normalized) is 0.539.